This data is from Forward reaction prediction with 1.9M reactions from USPTO patents (1976-2016). The task is: Predict the product of the given reaction. (1) Given the reactants [C:1]([C:5]1[O:6][C:7](=[O:15])[C:8]2[CH:14]=[CH:13][CH:12]=[N:11][C:9]=2[N:10]=1)([CH3:4])([CH3:3])[CH3:2].O1CCC[CH2:17]1.C[Mg]Br.[Cl-].[NH4+], predict the reaction product. The product is: [C:7]([C:8]1[C:9]([NH:10][C:5](=[O:6])[C:1]([CH3:4])([CH3:3])[CH3:2])=[N:11][CH:12]=[CH:13][CH:14]=1)(=[O:15])[CH3:17]. (2) Given the reactants [CH3:1][O:2][C:3]([C:5]1[C:6]([OH:26])=[C:7]2[C:12](=[CH:13][N:14]=1)[N:11]([CH2:15][C:16]1[CH:21]=[CH:20][C:19]([C:22]#[N:23])=[CH:18][CH:17]=1)[C:10](=[O:24])[C:9](Br)=[CH:8]2)=[O:4].[C:27]1([Sn](CCCC)(CCCC)CCCC)[CH:32]=[CH:31][CH:30]=[CH:29][CH:28]=1.CCOC(C)=O.Cl, predict the reaction product. The product is: [CH3:1][O:2][C:3]([C:5]1[C:6]([OH:26])=[C:7]2[C:12](=[CH:13][N:14]=1)[N:11]([CH2:15][C:16]1[CH:21]=[CH:20][C:19]([C:22]#[N:23])=[CH:18][CH:17]=1)[C:10](=[O:24])[C:9]([C:27]1[CH:32]=[CH:31][CH:30]=[CH:29][CH:28]=1)=[CH:8]2)=[O:4].